From a dataset of Forward reaction prediction with 1.9M reactions from USPTO patents (1976-2016). Predict the product of the given reaction. (1) Given the reactants C(OC([N:8]1[CH2:13][CH2:12][N:11]([C:14]2[CH:19]=[N:18][C:17]([NH2:20])=[C:16]([C:21](=[O:29])[NH:22][C:23]3[CH:28]=[CH:27][CH:26]=[CH:25][N:24]=3)[N:15]=2)[CH2:10][CH2:9]1)=O)(C)(C)C.C(O)(C(F)(F)F)=O, predict the reaction product. The product is: [NH2:20][C:17]1[C:16]([C:21]([NH:22][C:23]2[CH:28]=[CH:27][CH:26]=[CH:25][N:24]=2)=[O:29])=[N:15][C:14]([N:11]2[CH2:10][CH2:9][NH:8][CH2:13][CH2:12]2)=[CH:19][N:18]=1. (2) Given the reactants [OH:1][C:2]1[CH:3]=[C:4]2[C:9](=[CH:10][CH:11]=1)[CH2:8][CH:7]([C:12]([OH:14])=O)[CH2:6][CH2:5]2.[C:15]([O:19][C:20](=[O:36])[CH2:21][NH:22][CH2:23][C:24]1[CH:25]=[C:26]([C:29]([O:31][C:32]([CH3:35])([CH3:34])[CH3:33])=[O:30])[S:27][CH:28]=1)([CH3:18])([CH3:17])[CH3:16].F[P-](F)(F)(F)(F)F.N1(OC(N(C)C)=[N+](C)C)C2N=CC=CC=2N=N1.C(N(CC)C(C)C)(C)C, predict the reaction product. The product is: [C:15]([O:19][C:20](=[O:36])[CH2:21][N:22]([CH2:23][C:24]1[CH:25]=[C:26]([C:29]([O:31][C:32]([CH3:35])([CH3:34])[CH3:33])=[O:30])[S:27][CH:28]=1)[C:12]([CH:7]1[CH2:6][CH2:5][C:4]2[C:9](=[CH:10][CH:11]=[C:2]([OH:1])[CH:3]=2)[CH2:8]1)=[O:14])([CH3:17])([CH3:18])[CH3:16].